Predict the reaction yield, written as a fraction of the theoretical maximum amount of product (1.0 means a 100% yield; for example, 0.34 means a 34% yield). From a dataset of Reaction yield outcomes from USPTO patents with 853,638 reactions. (1) The reactants are [C:1]([O:5][C:6](=[O:33])[NH:7][C:8]1([C:12]2[CH:17]=[CH:16][C:15]([C:18]3[C:23]([C:24]4[CH:29]=[CH:28][CH:27]=[CH:26][CH:25]=4)=[CH:22][C:21]([NH2:30])=[C:20]([CH2:31][NH2:32])[N:19]=3)=[CH:14][CH:13]=2)[CH2:11][CH2:10][CH2:9]1)([CH3:4])([CH3:3])[CH3:2].C1N=CN([C:39](N2C=NC=C2)=[O:40])C=1. The catalyst is C1COCC1. The product is [C:1]([O:5][C:6](=[O:33])[NH:7][C:8]1([C:12]2[CH:13]=[CH:14][C:15]([C:18]3[C:23]([C:24]4[CH:25]=[CH:26][CH:27]=[CH:28][CH:29]=4)=[CH:22][C:21]4[NH:30][C:39](=[O:40])[NH:32][CH2:31][C:20]=4[N:19]=3)=[CH:16][CH:17]=2)[CH2:9][CH2:10][CH2:11]1)([CH3:4])([CH3:2])[CH3:3]. The yield is 0.590. (2) The catalyst is O.Cl[Pd](Cl)([P](C1C=CC=CC=1)(C1C=CC=CC=1)C1C=CC=CC=1)[P](C1C=CC=CC=1)(C1C=CC=CC=1)C1C=CC=CC=1.CN(C=O)C.COCCOC. The reactants are Br[C:2]1[C:3]([C@@H:8]([NH:18][C:19](=[O:25])[O:20][C:21]([CH3:24])([CH3:23])[CH3:22])[CH2:9][C:10]2[CH:15]=[C:14]([F:16])[CH:13]=[C:12]([F:17])[CH:11]=2)=[N:4][CH:5]=[CH:6][CH:7]=1.CC1(C)C(C)(C)OB([C:34]2[CH:35]=[C:36]3[CH:42]=[CH:41][NH:40][C:37]3=[N:38][CH:39]=2)O1.[Li+].[Cl-].C([O-])([O-])=O.[Na+].[Na+]. The product is [NH:40]1[C:37]2=[N:38][CH:39]=[C:34]([C:2]3[C:3]([C@@H:8]([NH:18][C:19](=[O:25])[O:20][C:21]([CH3:24])([CH3:23])[CH3:22])[CH2:9][C:10]4[CH:15]=[C:14]([F:16])[CH:13]=[C:12]([F:17])[CH:11]=4)=[N:4][CH:5]=[CH:6][CH:7]=3)[CH:35]=[C:36]2[CH:42]=[CH:41]1. The yield is 0.720. (3) The reactants are Br[C:2]1[C:11]2[C:6](=[CH:7][C:8]([CH2:14][CH3:15])=[C:9]([O:12][CH3:13])[CH:10]=2)[N:5]=[N:4][CH:3]=1.[CH2:16]([N:23]1[CH:27]=[C:26](B(O)O)[CH:25]=[N:24]1)[C:17]1[CH:22]=[CH:21][CH:20]=[CH:19][CH:18]=1.C(=O)([O-])[O-].[Na+].[Na+].COCCOC.O.C(O)C. The catalyst is O.Cl[Pd](Cl)([P](C1C=CC=CC=1)(C1C=CC=CC=1)C1C=CC=CC=1)[P](C1C=CC=CC=1)(C1C=CC=CC=1)C1C=CC=CC=1. The product is [CH2:16]([N:23]1[CH:27]=[C:26]([C:2]2[C:11]3[C:6](=[CH:7][C:8]([CH2:14][CH3:15])=[C:9]([O:12][CH3:13])[CH:10]=3)[N:5]=[N:4][CH:3]=2)[CH:25]=[N:24]1)[C:17]1[CH:22]=[CH:21][CH:20]=[CH:19][CH:18]=1. The yield is 0.400. (4) The reactants are [C:1]([O:5][C:6]([N:8]1[CH2:12][CH2:11][CH2:10][C@@H:9]1[CH2:13][O:14][C:15]1[CH:20]=[CH:19][C:18]([OH:21])=[CH:17][CH:16]=1)=[O:7])([CH3:4])([CH3:3])[CH3:2].Cl[C:23]1[S:24][C:25]2[CH:31]=[C:30]([O:32][CH3:33])[CH:29]=[CH:28][C:26]=2[N:27]=1. No catalyst specified. The product is [C:1]([O:5][C:6]([N:8]1[CH2:12][CH2:11][CH2:10][C@@H:9]1[CH2:13][O:14][C:15]1[CH:20]=[CH:19][C:18]([O:21][C:23]2[S:24][C:25]3[CH:31]=[C:30]([O:32][CH3:33])[CH:29]=[CH:28][C:26]=3[N:27]=2)=[CH:17][CH:16]=1)=[O:7])([CH3:4])([CH3:2])[CH3:3]. The yield is 0.770. (5) The reactants are [C:1]([O:5][C:6](=[O:23])[C:7]([S:10][C:11]1[CH:12]=[C:13]2[C:17](=[CH:18][CH:19]=1)[CH2:16][CH:15]([NH:20][CH2:21][CH3:22])[CH2:14]2)([CH3:9])[CH3:8])([CH3:4])([CH3:3])[CH3:2].[F:24][C:25]([F:37])([F:36])[O:26][C:27]1[CH:32]=[CH:31][C:30]([N:33]=[C:34]=[O:35])=[CH:29][CH:28]=1. The catalyst is C(Cl)Cl. The product is [C:1]([O:5][C:6](=[O:23])[C:7]([S:10][C:11]1[CH:12]=[C:13]2[C:17](=[CH:18][CH:19]=1)[CH2:16][CH:15]([N:20]([CH2:21][CH3:22])[C:34]([NH:33][C:30]1[CH:31]=[CH:32][C:27]([O:26][C:25]([F:24])([F:36])[F:37])=[CH:28][CH:29]=1)=[O:35])[CH2:14]2)([CH3:9])[CH3:8])([CH3:2])([CH3:3])[CH3:4]. The yield is 0.620. (6) The reactants are C1([O:7][C:8]2C=CC=CC=2)C=CC=CC=1.[N:14](CCCC)(CCCC)CCCC.[C:27](/[C:29](/[C:36]1[S:37][CH:38]=[CH:39][CH:40]=1)=[CH:30]/C(N=[N+]=[N-])=O)#[N:28].N#N. The catalyst is C(Cl)Cl. The product is [O:7]=[C:8]1[C:40]2[CH:39]=[CH:38][S:37][C:36]=2[C:29]([C:27]#[N:28])=[CH:30][NH:14]1. The yield is 0.760. (7) The reactants are [OH:1][C:2]1[CH:3]=[C:4]2[C:9](=[CH:10][CH:11]=1)[N:8]=[C:7]([CH2:12][CH:13]([CH3:15])[CH3:14])[C:6]([C:16]#[N:17])=[C:5]2[C:18]1[CH:23]=[CH:22][C:21]([CH3:24])=[CH:20][CH:19]=1.N.CO.[C:28](O[C:28]([O:30][C:31]([CH3:34])([CH3:33])[CH3:32])=[O:29])([O:30][C:31]([CH3:34])([CH3:33])[CH3:32])=[O:29]. The catalyst is [Co].O1CCCC1. The product is [OH:1][C:2]1[CH:3]=[C:4]2[C:9](=[CH:10][CH:11]=1)[N:8]=[C:7]([CH2:12][CH:13]([CH3:15])[CH3:14])[C:6]([CH2:16][NH:17][C:28](=[O:29])[O:30][C:31]([CH3:34])([CH3:33])[CH3:32])=[C:5]2[C:18]1[CH:23]=[CH:22][C:21]([CH3:24])=[CH:20][CH:19]=1. The yield is 0.540.